From a dataset of Reaction yield outcomes from USPTO patents with 853,638 reactions. Predict the reaction yield, written as a fraction of the theoretical maximum amount of product (1.0 means a 100% yield; for example, 0.34 means a 34% yield). The reactants are CS[C:3](SC)=[C:4]1[C:13](=[O:14])[C:12]2[C:7](=[CH:8][CH:9]=[CH:10][CH:11]=2)[N:6]([NH:15][CH2:16][CH:17]2[CH2:19][CH2:18]2)[C:5]1=[O:20].[NH2:23][C:24]1[CH:29]=[CH:28][C:27]([NH:30][S:31]([CH3:34])(=[O:33])=[O:32])=[CH:26][C:25]=1[S:35]([NH2:38])(=[O:37])=[O:36].CO.C(OCC)C. The catalyst is O1CCOCC1. The yield is 0.155. The product is [CH:17]1([CH2:16][NH:15][N:6]2[C:7]3[C:12](=[CH:11][CH:10]=[CH:9][CH:8]=3)[C:13]([OH:14])=[C:4]([C:3]3[NH:23][C:24]4[CH:29]=[CH:28][C:27]([NH:30][S:31]([CH3:34])(=[O:32])=[O:33])=[CH:26][C:25]=4[S:35](=[O:37])(=[O:36])[N:38]=3)[C:5]2=[O:20])[CH2:18][CH2:19]1.